This data is from Full USPTO retrosynthesis dataset with 1.9M reactions from patents (1976-2016). The task is: Predict the reactants needed to synthesize the given product. (1) Given the product [Cl:1][C:2]1[CH:3]=[C:4]([C:8]2[O:12][N:11]=[CH:10][C:9]=2[CH2:13][OH:14])[CH:5]=[CH:6][CH:7]=1, predict the reactants needed to synthesize it. The reactants are: [Cl:1][C:2]1[CH:3]=[C:4]([C:8]2[O:12][N:11]=[CH:10][C:9]=2[C:13](OCC)=[O:14])[CH:5]=[CH:6][CH:7]=1.[H-].C([Al+]CC(C)C)C(C)C.Cl. (2) Given the product [CH2:25]([O:27][C:28](=[O:34])[CH:29]=[CH:30][C:31]([N:22]1[CH2:23][CH2:24][N:19]([C:6]2[C:5]3[C:10](=[CH:11][C:2]([CH3:1])=[CH:3][CH:4]=3)[N:9]=[C:8]([C:12]3[CH:17]=[CH:16][CH:15]=[CH:14][C:13]=3[OH:18])[N:7]=2)[CH2:20][CH2:21]1)=[O:32])[CH3:26], predict the reactants needed to synthesize it. The reactants are: [CH3:1][C:2]1[CH:11]=[C:10]2[C:5]([C:6]([N:19]3[CH2:24][CH2:23][NH:22][CH2:21][CH2:20]3)=[N:7][C:8]([C:12]3[CH:17]=[CH:16][CH:15]=[CH:14][C:13]=3[OH:18])=[N:9]2)=[CH:4][CH:3]=1.[CH2:25]([O:27][C:28](=[O:34])[CH:29]=[CH:30][C:31](O)=[O:32])[CH3:26].C(N(CC)CC)C.F[P-](F)(F)(F)(F)F.N1(O[P+](N(C)C)(N(C)C)N(C)C)C2C=CC=CC=2N=N1. (3) Given the product [CH3:35][C:34]1[NH:33][N:32]=[C:31]([C:39]([OH:40])=[O:64])[C:30]=1[C:7]([F:10])([F:9])[F:8], predict the reactants needed to synthesize it. The reactants are: CC1C(C(NC2C=C3C=C(C4C=CC=CC=4)NC3=NC=2)=O)=NNC=1[C:7]([F:10])([F:9])[F:8].Cl[C:30]1[C:31]([C:39](NC2C=C3C=C(C4C=CC=CC=4)NC3=NC=2)=[O:40])=[N:32][NH:33][C:34]=1[C:35](F)(F)F.ClC1NN=C(C(NC2C=C3C=C(C4C=CC=CC=4)NC3=NC=2)=[O:64])C=1C(F)(F)F.FC(F)C1NN=C(C(NC2C=C3C=C(C4C=CC=CC=4)NC3=NC=2)=O)C=1C.FC(F)C1C(C(NC2C=C3C=C(C4C=CC=CC=4)NC3=NC=2)=O)=NNC=1C.ClC1NN=C(C(NC2C=C3C=C(C4C=CC=CC=4)NC3=NC=2)=O)C=1C(F)F.ClC1C(C(NC2C=C3C=C(C4C=CC=CC=4)NC3=NC=2)=O)=NNC=1C(F)F. (4) The reactants are: [CH2:1]([N:8]1[CH2:13][C:12]([CH3:15])([CH3:14])[O:11][CH2:10][CH:9]1[CH2:16][CH:17]=[O:18])[C:2]1[CH:7]=[CH:6][CH:5]=[CH:4][CH:3]=1.[CH3:19][Mg]Br.[Cl-].[NH4+]. Given the product [CH2:1]([N:8]1[CH2:13][C:12]([CH3:14])([CH3:15])[O:11][CH2:10][CH:9]1[CH2:16][CH:17]([OH:18])[CH3:19])[C:2]1[CH:3]=[CH:4][CH:5]=[CH:6][CH:7]=1, predict the reactants needed to synthesize it.